From a dataset of Catalyst prediction with 721,799 reactions and 888 catalyst types from USPTO. Predict which catalyst facilitates the given reaction. (1) Reactant: [O:1]=[C:2]1[CH:7](C(OCC)=O)[CH2:6][CH2:5][N:4]2[N:13]=[C:14]([C:16]([O:18]CC)=[O:17])[CH:15]=[C:3]12.Cl. Product: [O:1]=[C:2]1[CH2:7][CH2:6][CH2:5][N:4]2[N:13]=[C:14]([C:16]([OH:18])=[O:17])[CH:15]=[C:3]12. The catalyst class is: 6. (2) Reactant: [OH:1][CH2:2][CH2:3][N:4]([CH3:33])[C:5]([C:7]1[CH:15]=[C:14]2[C:10]([C:11]3([CH2:32][CH2:31]3)[CH2:12][N:13]2[C:16]2[N:21]=[CH:20][C:19](B3OC(C)(C)C(C)(C)O3)=[CH:18][N:17]=2)=[CH:9][CH:8]=1)=[O:6].C([O-])([O-])=O.[K+].[K+].Br[C:41]1[CH:46]=[C:45]([O:47][CH3:48])[CH:44]=[CH:43][N:42]=1. Product: [OH:1][CH2:2][CH2:3][N:4]([CH3:33])[C:5]([C:7]1[CH:15]=[C:14]2[C:10]([C:11]3([CH2:32][CH2:31]3)[CH2:12][N:13]2[C:16]2[N:21]=[CH:20][C:19]([C:41]3[CH:46]=[C:45]([O:47][CH3:48])[CH:44]=[CH:43][N:42]=3)=[CH:18][N:17]=2)=[CH:9][CH:8]=1)=[O:6]. The catalyst class is: 77. (3) Reactant: Cl.CO[C:4](=[O:8])[CH2:5][NH:6][CH3:7].C1CCN2C(=NCCC2)CC1.[CH2:20]([N:27]=[C:28]=[S:29])[C:21]1[CH:26]=[CH:25][CH:24]=[CH:23][CH:22]=1. Product: [CH2:20]([N:27]1[C:4](=[O:8])[CH2:5][N:6]([CH3:7])[C:28]1=[S:29])[C:21]1[CH:26]=[CH:25][CH:24]=[CH:23][CH:22]=1. The catalyst class is: 8. (4) Reactant: [NH:1]1[CH2:6][CH2:5][NH:4][CH2:3][CH2:2]1.[CH3:7][C:8]1([CH3:11])[CH2:10][S:9]1.O. Product: [CH3:7][C:8]([SH:9])([CH3:11])[CH2:10][N:1]1[CH2:6][CH2:5][NH:4][CH2:3][CH2:2]1. The catalyst class is: 48.